This data is from Full USPTO retrosynthesis dataset with 1.9M reactions from patents (1976-2016). The task is: Predict the reactants needed to synthesize the given product. (1) Given the product [CH3:3][C:4]1[C:9]([O:10][C:11]2[C:16]([S:17][C:18]3[CH:23]=[CH:22][N:21]=[C:20]4[CH:24]=[CH:25][S:26][C:19]=34)=[CH:15][N:14]=[C:13]([NH:27][C:28]3[S:29][CH:30]=[C:31]([CH:33]4[CH2:38][CH2:37][N:36]([C:46](=[O:48])[CH3:47])[CH2:35][CH2:34]4)[N:32]=3)[CH:12]=2)=[CH:8][CH:7]=[CH:6][N:5]=1, predict the reactants needed to synthesize it. The reactants are: Cl.Cl.[CH3:3][C:4]1[C:9]([O:10][C:11]2[C:16]([S:17][C:18]3[CH:23]=[CH:22][N:21]=[C:20]4[CH:24]=[CH:25][S:26][C:19]=34)=[CH:15][N:14]=[C:13]([NH:27][C:28]3[S:29][CH:30]=[C:31]([CH:33]4[CH2:38][CH2:37][NH:36][CH2:35][CH2:34]4)[N:32]=3)[CH:12]=2)=[CH:8][CH:7]=[CH:6][N:5]=1.C(N(CC)CC)C.[C:46](OC(=O)C)(=[O:48])[CH3:47].C(=O)(O)[O-].[Na+]. (2) Given the product [CH:5]1[C:4]2[C:9](=[CH:10][C:11]3[C:16]([C:3]=2[CH2:2][N:17]2[CH2:22][CH2:21][NH:20][CH2:19][CH2:18]2)=[CH:15][CH:14]=[CH:13][CH:12]=3)[CH:8]=[CH:7][CH:6]=1, predict the reactants needed to synthesize it. The reactants are: Cl[CH2:2][C:3]1[C:4]2[C:9]([CH:10]=[C:11]3[C:16]=1[CH:15]=[CH:14][CH:13]=[CH:12]3)=[CH:8][CH:7]=[CH:6][CH:5]=2.[NH:17]1[CH2:22][CH2:21][NH:20][CH2:19][CH2:18]1. (3) Given the product [Cl:1][C:2]1[C:3]([C:9]#[N:10])=[N:4][CH:5]=[C:6]([C:12]#[C:11][C:13]2[CH:18]=[CH:17][C:16]([O:19][CH2:20][CH2:21][CH3:22])=[CH:15][CH:14]=2)[CH:7]=1, predict the reactants needed to synthesize it. The reactants are: [Cl:1][C:2]1[C:3]([C:9]#[N:10])=[N:4][CH:5]=[C:6](Cl)[CH:7]=1.[C:11]([C:13]1[CH:18]=[CH:17][C:16]([O:19][CH2:20][CH2:21][CH3:22])=[CH:15][CH:14]=1)#[CH:12].C(N(CC)CC)C.